Dataset: NCI-60 drug combinations with 297,098 pairs across 59 cell lines. Task: Regression. Given two drug SMILES strings and cell line genomic features, predict the synergy score measuring deviation from expected non-interaction effect. (1) Synergy scores: CSS=21.2, Synergy_ZIP=-8.41, Synergy_Bliss=-5.22, Synergy_Loewe=-1.75, Synergy_HSA=0.375. Drug 2: CC1CCC2CC(C(=CC=CC=CC(CC(C(=O)C(C(C(=CC(C(=O)CC(OC(=O)C3CCCCN3C(=O)C(=O)C1(O2)O)C(C)CC4CCC(C(C4)OC)O)C)C)O)OC)C)C)C)OC. Cell line: OVCAR-8. Drug 1: C1=C(C(=O)NC(=O)N1)N(CCCl)CCCl. (2) Drug 1: C1CN1C2=NC(=NC(=N2)N3CC3)N4CC4. Drug 2: CC12CCC3C(C1CCC2O)C(CC4=C3C=CC(=C4)O)CCCCCCCCCS(=O)CCCC(C(F)(F)F)(F)F. Cell line: HOP-92. Synergy scores: CSS=37.1, Synergy_ZIP=0.400, Synergy_Bliss=0.461, Synergy_Loewe=-9.91, Synergy_HSA=-0.275.